This data is from Reaction yield outcomes from USPTO patents with 853,638 reactions. The task is: Predict the reaction yield, written as a fraction of the theoretical maximum amount of product (1.0 means a 100% yield; for example, 0.34 means a 34% yield). The reactants are CN(C)C=O.[C:6]([C:9]1[CH:14]=[CH:13][N:12]=[CH:11][CH:10]=1)(=O)[CH3:7].[Br-].[CH2:16]([O:23][C:24]([CH2:26][P+](C1C=CC=CC=1)(C1C=CC=CC=1)C1C=CC=CC=1)=[O:25])[C:17]1[CH:22]=[CH:21][CH:20]=[CH:19][CH:18]=1.C(=O)([O-])[O-].[K+].[K+]. The catalyst is C(OCC)C. The product is [N:12]1[CH:13]=[CH:14][C:9]([C:6]([CH3:7])=[CH:26][C:24]([O:23][CH2:16][C:17]2[CH:18]=[CH:19][CH:20]=[CH:21][CH:22]=2)=[O:25])=[CH:10][CH:11]=1. The yield is 0.420.